The task is: Binary Classification. Given a drug SMILES string, predict its activity (active/inactive) in a high-throughput screening assay against a specified biological target.. This data is from Choline transporter screen with 302,306 compounds. (1) The molecule is Brc1ccc(CC(=O)NC(c2cc([N+]([O-])=O)c(NCc3ccc(F)cc3)cc2)CC(=O)N)cc1. The result is 0 (inactive). (2) The drug is Clc1ccc(NC(=O)CSc2[nH]nc(c(=O)n2)C)nc1. The result is 0 (inactive). (3) The compound is s1c(nnc1NC(=O)Nc1ccc(OC)cc1)Cc1ccc(F)cc1. The result is 0 (inactive).